From a dataset of Reaction yield outcomes from USPTO patents with 853,638 reactions. Predict the reaction yield, written as a fraction of the theoretical maximum amount of product (1.0 means a 100% yield; for example, 0.34 means a 34% yield). (1) The reactants are [BH4-].[Na+].[F:3][C:4]1[CH:9]=[CH:8][CH:7]=[CH:6][C:5]=1[C:10](=[O:28])[CH:11]([CH2:17][C:18]1[CH:23]=[CH:22][C:21]([C:24]([F:27])([F:26])[F:25])=[CH:20][CH:19]=1)[C:12]([O:14][CH2:15][CH3:16])=[O:13].Cl. The catalyst is C(OCC)C.[Cl-].[Zn+2].[Cl-]. The product is [F:3][C:4]1[CH:9]=[CH:8][CH:7]=[CH:6][C:5]=1[CH:10]([OH:28])[CH:11]([CH2:17][C:18]1[CH:19]=[CH:20][C:21]([C:24]([F:26])([F:27])[F:25])=[CH:22][CH:23]=1)[C:12]([O:14][CH2:15][CH3:16])=[O:13]. The yield is 0.810. (2) The reactants are Br[C:2]1[CH:11]=[C:10]2[C:5]([C:6](=[O:23])[NH:7][CH:8]3[CH2:15][N:14]([C:16]([O:18][C:19]([CH3:22])([CH3:21])[CH3:20])=[O:17])[CH2:13][CH2:12][N:9]32)=[CH:4][CH:3]=1.[C:24]1(B(O)O)[CH:29]=[CH:28][CH:27]=[CH:26][CH:25]=1.C(=O)(O)[O-].[Na+]. The catalyst is COCCOC.C(OCC)(=O)C.[Pd].C1(P(C2C=CC=CC=2)C2C=CC=CC=2)C=CC=CC=1.C1(P(C2C=CC=CC=2)C2C=CC=CC=2)C=CC=CC=1.C1(P(C2C=CC=CC=2)C2C=CC=CC=2)C=CC=CC=1.C1(P(C2C=CC=CC=2)C2C=CC=CC=2)C=CC=CC=1. The product is [O:23]=[C:6]1[C:5]2[C:10](=[CH:11][C:2]([C:24]3[CH:29]=[CH:28][CH:27]=[CH:26][CH:25]=3)=[CH:3][CH:4]=2)[N:9]2[CH2:12][CH2:13][N:14]([C:16]([O:18][C:19]([CH3:22])([CH3:21])[CH3:20])=[O:17])[CH2:15][CH:8]2[NH:7]1. The yield is 0.450. (3) The reactants are [N:1]1[CH:6]=[CH:5][CH:4]=[C:3]([NH:7][C:8](=[O:15])OCC(Cl)(Cl)Cl)[N:2]=1.[C:16]1([C:22]2[N:23]=[C:24]([N:27]3[CH2:32][CH2:31][NH:30][CH2:29][CH2:28]3)[S:25][CH:26]=2)[CH:21]=[CH:20][CH:19]=[CH:18][CH:17]=1.C(N(C(C)C)CC)(C)C.CS(C)=O. The catalyst is O. The product is [C:16]1([C:22]2[N:23]=[C:24]([N:27]3[CH2:32][CH2:31][N:30]([C:8]([NH:7][C:3]4[N:2]=[N:1][CH:6]=[CH:5][CH:4]=4)=[O:15])[CH2:29][CH2:28]3)[S:25][CH:26]=2)[CH:17]=[CH:18][CH:19]=[CH:20][CH:21]=1. The yield is 0.443.